Dataset: Experimentally validated miRNA-target interactions with 360,000+ pairs, plus equal number of negative samples. Task: Binary Classification. Given a miRNA mature sequence and a target amino acid sequence, predict their likelihood of interaction. (1) The miRNA is hsa-miR-877-3p with sequence UCCUCUUCUCCCUCCUCCCAG. The protein sequence of the target gene is MAERKPNGGSGGASTSSSGTNLLFSSSATEFSFNVPFIPVTQASASPASLLLPGEDSTDVGEEDSFLGQTSIHTSAPQTFSYFSQVSSSSDPFGNIGQSPLTTAATSVGQSGFPKPLTALPFTTGSQDVSNAFSPSISKAQPGAPPSSLMGINSYLPSQPSSLPPSYFGNQPQGIPQPGYNPYRHTPGSSRANPYIAPPQLQQCQTPGPPAHPPPSGPPVQMYQMPPGSLPPVPSSVQSPAQQQVPARPGAPSVQVPSPFLLQNQYEPVQPHWFYCKEVEYKQLWMPFSVFDSLNLEEIY.... Result: 0 (no interaction). (2) The miRNA is hsa-miR-22-5p with sequence AGUUCUUCAGUGGCAAGCUUUA. The protein sequence of the target gene is MHSPGCTGPKAQWFLLLQLLLLHLDRVSATFISINRGLRVMKGSSAFLSGDHLRVAVPKEKDACRLEVVMNEPVTQRVGKLSPQVFDCHFLPNEVKYVHNGCPILDEDSVKLRLYRFTETDTFMETFLLRVYLVEPDCNIIRMSSNVLEVTEFYGLSQAIDKNLLQFDYDRTASLDCTIRLDPLRTQLPAHGKLVVVNRKSEGPRGDQPHSFFSETELGAGLKCPDGSCALELKQVASLKVSCEEFLLTGFHYQHMQPPSPNIDYIPIQLDLTDRRSKTVYKSESAWLPVYIRVGIPNQV.... Result: 0 (no interaction). (3) The miRNA is hsa-miR-4635 with sequence UCUUGAAGUCAGAACCCGCAA. The protein sequence of the target gene is MPEEGRPCPWVRWSGTAFQRQWPWLLLVVFITVFCCWFHCSGLLSKQQQRLLEHPEPHTAELQLNLTVPRKDPTLRWGAGPALGRSFTHGPELEEGHLRIHQDGLYRLHIQVTLANCSSPGSTLQHRATLAVGICSPAAHGISLLRGRFGQDCTVALQRLTYLVHGDVLCTNLTLPLLPSRNADETFFGVQWICP. Result: 0 (no interaction). (4) Result: 1 (interaction). The protein sequence of the target gene is MAWRRREASVGARGVLALALLALALCVPGARGRALEWFSAVVNIEYVDPQTNLTVWSVSESGRFGDSSPKEGAHGLVGVPWAPGGDLEGCAPDTRFFVPEPGGRGAAPWVALVARGGCTFKDKVLVAARRNASAVVLYNEERYGNITLPMSHAGTGNIVVIMISYPKGREILELVQKGIPVTMTIGVGTRHVQEFISGQSVVFVAIAFITMMIISLAWLIFYYIQRFLYTGSQIGSQSHRKETKKVIGQLLLHTVKHGEKGIDVDAENCAVCIENFKVKDIIRILPCKHIFHRICIDPWL.... The miRNA is hsa-miR-497-5p with sequence CAGCAGCACACUGUGGUUUGU. (5) The miRNA is hsa-let-7b-3p with sequence CUAUACAACCUACUGCCUUCCC. The protein sequence of the target gene is MSPLLRRLLLVALLQLARTQAPVSQFDGPSHQKKVVPWIDVYARATCQPREVVVPLSMELMGNVVKQLVPSCVTVQRCGGCCPDDGLECVPTGQHQVRMQILMIQYPSSQLGEMSLEEHSQCECRPKKKESAVKPDRVAIPHHRPQPRSVPGWDSTPGASSPADIIHPTPAPGSSARLAPSAVNALTPGPAAAAADAAASSIAKGGA. Result: 0 (no interaction). (6) The miRNA is cel-miR-1824-5p with sequence UGGCAGUGUUUCUCCCCCAACUU. The protein sequence of the target gene is MASLDRVKVLVLGDSGVGKSSLVHLLCHNQVLGNPSWTVGCSVDIRVHDYKEGTPEEKTYYIELWDVGGSVGSASSVKSTRAVFYNSVNGIILVHDLTNKKSSQNLYRWSLEVLNRDAVPTGVLVTNGDYDREQFADNQIPLLVIGTKLDQIHETKRHEVLIRTAFLAEDFNAEEINLDCTNPRSSAAGSSNAVKLSRFFDKVIEKRYFFREGNQIPGFSDRKRFGGGALKNFHCD. Result: 0 (no interaction). (7) The miRNA is hsa-miR-452-5p with sequence AACUGUUUGCAGAGGAAACUGA. The protein sequence of the target gene is MAVADLALIPDVDIDSDGVFKYVLIRVHSAPRSGAPAAESKEIVRGYKWAEYHADIYDKVSGDMQKQGCDCECLGGGRISHQSQDKKIHVYGYSMAYGPAQHAISTEKIKAKYPDYEVTWANDGY. Result: 0 (no interaction).